From a dataset of NCI-60 drug combinations with 297,098 pairs across 59 cell lines. Regression. Given two drug SMILES strings and cell line genomic features, predict the synergy score measuring deviation from expected non-interaction effect. Drug 2: CC1C(C(CC(O1)OC2CC(CC3=C2C(=C4C(=C3O)C(=O)C5=C(C4=O)C(=CC=C5)OC)O)(C(=O)CO)O)N)O.Cl. Drug 1: CCN(CC)CCNC(=O)C1=C(NC(=C1C)C=C2C3=C(C=CC(=C3)F)NC2=O)C. Cell line: LOX IMVI. Synergy scores: CSS=41.3, Synergy_ZIP=-2.54, Synergy_Bliss=-0.122, Synergy_Loewe=-17.9, Synergy_HSA=0.811.